The task is: Regression. Given two drug SMILES strings and cell line genomic features, predict the synergy score measuring deviation from expected non-interaction effect.. This data is from NCI-60 drug combinations with 297,098 pairs across 59 cell lines. (1) Drug 1: CN1C(=O)N2C=NC(=C2N=N1)C(=O)N. Drug 2: CC1=C2C(C(=O)C3(C(CC4C(C3C(C(C2(C)C)(CC1OC(=O)C(C(C5=CC=CC=C5)NC(=O)C6=CC=CC=C6)O)O)OC(=O)C7=CC=CC=C7)(CO4)OC(=O)C)O)C)OC(=O)C. Cell line: A498. Synergy scores: CSS=7.28, Synergy_ZIP=-1.96, Synergy_Bliss=-5.09, Synergy_Loewe=-31.3, Synergy_HSA=-8.12. (2) Drug 1: C1CC(=O)NC(=O)C1N2CC3=C(C2=O)C=CC=C3N. Drug 2: CC12CCC3C(C1CCC2OP(=O)(O)O)CCC4=C3C=CC(=C4)OC(=O)N(CCCl)CCCl.[Na+]. Cell line: A498. Synergy scores: CSS=-1.49, Synergy_ZIP=2.86, Synergy_Bliss=-5.18, Synergy_Loewe=-4.23, Synergy_HSA=-4.31. (3) Drug 1: C1=NC2=C(N1)C(=S)N=C(N2)N. Drug 2: CC1=C(C=C(C=C1)NC(=O)C2=CC=C(C=C2)CN3CCN(CC3)C)NC4=NC=CC(=N4)C5=CN=CC=C5. Cell line: TK-10. Synergy scores: CSS=19.1, Synergy_ZIP=-2.97, Synergy_Bliss=2.49, Synergy_Loewe=-10.3, Synergy_HSA=-0.981. (4) Drug 1: C1=NC2=C(N1)C(=S)N=CN2. Drug 2: C(CCl)NC(=O)N(CCCl)N=O. Cell line: OVCAR-5. Synergy scores: CSS=13.8, Synergy_ZIP=-7.00, Synergy_Bliss=0.987, Synergy_Loewe=-18.8, Synergy_HSA=-1.55. (5) Drug 1: C1=NC(=NC(=O)N1C2C(C(C(O2)CO)O)O)N. Drug 2: C(=O)(N)NO. Cell line: SK-OV-3. Synergy scores: CSS=1.76, Synergy_ZIP=-1.72, Synergy_Bliss=0.877, Synergy_Loewe=-5.82, Synergy_HSA=-2.42. (6) Drug 1: CC(C1=C(C=CC(=C1Cl)F)Cl)OC2=C(N=CC(=C2)C3=CN(N=C3)C4CCNCC4)N. Drug 2: CC(C)CN1C=NC2=C1C3=CC=CC=C3N=C2N. Cell line: UACC-257. Synergy scores: CSS=-1.52, Synergy_ZIP=0.694, Synergy_Bliss=-1.84, Synergy_Loewe=-3.93, Synergy_HSA=-3.56. (7) Drug 1: COC1=CC(=CC(=C1O)OC)C2C3C(COC3=O)C(C4=CC5=C(C=C24)OCO5)OC6C(C(C7C(O6)COC(O7)C8=CC=CS8)O)O. Drug 2: CN(CC1=CN=C2C(=N1)C(=NC(=N2)N)N)C3=CC=C(C=C3)C(=O)NC(CCC(=O)O)C(=O)O. Cell line: OVCAR-5. Synergy scores: CSS=30.9, Synergy_ZIP=-2.24, Synergy_Bliss=3.37, Synergy_Loewe=3.69, Synergy_HSA=5.70.